Task: Predict the product of the given reaction.. Dataset: Forward reaction prediction with 1.9M reactions from USPTO patents (1976-2016) (1) Given the reactants Cl[C:2]1[N:3]=[C:4]([N:22]2[CH2:27][CH2:26][O:25][CH2:24][CH2:23]2)[C:5]2[N:10]=[N:9][N:8]([CH2:11][C:12]3[CH:21]=[CH:20][C:15]([C:16]([O:18][CH3:19])=[O:17])=[CH:14][CH:13]=3)[C:6]=2[N:7]=1.[OH:28][C:29]1[CH:30]=[C:31](B(O)O)[CH:32]=[CH:33][CH:34]=1.C([O-])([O-])=O.[Na+].[Na+], predict the reaction product. The product is: [OH:28][C:29]1[CH:34]=[C:33]([C:2]2[N:3]=[C:4]([N:22]3[CH2:27][CH2:26][O:25][CH2:24][CH2:23]3)[C:5]3[N:10]=[N:9][N:8]([CH2:11][C:12]4[CH:21]=[CH:20][C:15]([C:16]([O:18][CH3:19])=[O:17])=[CH:14][CH:13]=4)[C:6]=3[N:7]=2)[CH:32]=[CH:31][CH:30]=1. (2) Given the reactants O=C1CCC(=O)[N:3]1[C:8]1[C:17]2[N:18]=[C:19]([CH2:33][O:34][CH2:35][CH3:36])[N:20]([CH2:21][C:22]([NH:25][C:26](=[O:32])[CH2:27][CH2:28][C:29](O)=[O:30])([CH3:24])[CH3:23])[C:16]=2[C:15]2[CH:14]=[CH:13][CH:12]=[CH:11][C:10]=2[N:9]=1.C(N(CC)CC)C.Cl.CN(C)CCCN=C=NCC.[C:56]([O:60][C:61](=[O:64])[NH:62][NH2:63])([CH3:59])([CH3:58])[CH3:57].C(N)CN, predict the reaction product. The product is: [NH2:3][C:8]1[C:17]2[N:18]=[C:19]([CH2:33][O:34][CH2:35][CH3:36])[N:20]([CH2:21][C:22]([NH:25][C:26](=[O:32])[CH2:27][CH2:28][C:29]([NH:63][NH:62][C:61]([O:60][C:56]([CH3:59])([CH3:58])[CH3:57])=[O:64])=[O:30])([CH3:24])[CH3:23])[C:16]=2[C:15]2[CH:14]=[CH:13][CH:12]=[CH:11][C:10]=2[N:9]=1.